This data is from Reaction yield outcomes from USPTO patents with 853,638 reactions. The task is: Predict the reaction yield, written as a fraction of the theoretical maximum amount of product (1.0 means a 100% yield; for example, 0.34 means a 34% yield). (1) The product is [C:41]([O:40][C:38]([NH:37][CH2:36][CH2:35][CH2:34][CH2:33][CH2:32][C:31]([NH:19][CH2:16][C:5]1[C:6]([OH:15])=[C:7]([CH:13]=[CH:14][CH:4]=1)[C:8]([O:10][CH2:11][CH3:12])=[O:9])=[O:45])=[O:39])([CH3:42])([CH3:43])[CH3:44]. The reactants are Cl.NC[C:4]1[CH:14]=[CH:13][C:7]([C:8]([O:10][CH2:11][CH3:12])=[O:9])=[C:6]([OH:15])[CH:5]=1.[CH:16]([N:19](CC)C(C)C)(C)C.C1(=O)N(O[C:31](=[O:45])[CH2:32][CH2:33][CH2:34][CH2:35][CH2:36][NH:37][C:38]([O:40][C:41]([CH3:44])([CH3:43])[CH3:42])=[O:39])C(=O)CC1. The yield is 0.730. The catalyst is CN(C)C=O.C(OCC)(=O)C. (2) The reactants are [CH2:1]([N:3]([CH:27]1[CH2:32][CH2:31][O:30][CH2:29][CH2:28]1)[C:4]1[C:5]([CH3:26])=[C:6]([CH:10]=[C:11]([C:13]2[CH:18]=[CH:17][C:16]([CH2:19][N:20]3[CH2:25][CH2:24][O:23][CH2:22][CH2:21]3)=[CH:15][CH:14]=2)[CH:12]=1)[C:7]([OH:9])=O)[CH3:2].CN(C(ON1N=NC2C=CC=NC1=2)=[N+](C)C)C.F[P-](F)(F)(F)(F)F.CCN(C(C)C)C(C)C.[NH2:66][CH2:67][C:68]1[C:69](=[O:77])[NH:70][C:71]([CH3:76])=[C:72]([F:75])[C:73]=1[CH3:74]. The catalyst is CN(C=O)C. The product is [CH2:1]([N:3]([CH:27]1[CH2:28][CH2:29][O:30][CH2:31][CH2:32]1)[C:4]1[C:5]([CH3:26])=[C:6]([C:7]([NH:66][CH2:67][C:68]2[C:69](=[O:77])[NH:70][C:71]([CH3:76])=[C:72]([F:75])[C:73]=2[CH3:74])=[O:9])[CH:10]=[C:11]([C:13]2[CH:14]=[CH:15][C:16]([CH2:19][N:20]3[CH2:25][CH2:24][O:23][CH2:22][CH2:21]3)=[CH:17][CH:18]=2)[CH:12]=1)[CH3:2]. The yield is 0.730. (3) The reactants are [CH3:1][O:2][C:3](=[O:21])[C:4]([NH:7][C:8]([C:10]1[CH:19]=[CH:18][C:17]2[C:12](=[CH:13][CH:14]=[CH:15][CH:16]=2)[C:11]=1Br)=[O:9])([CH3:6])[CH3:5].[C:22]1([C:28]#[CH:29])[CH:27]=[CH:26][CH:25]=[CH:24][CH:23]=1. The catalyst is CN(C=O)C.C1C=CC(P(C2C=CC=CC=2)C2C=CC=CC=2)=CC=1.C1C=CC(P(C2C=CC=CC=2)C2C=CC=CC=2)=CC=1.Cl[Pd]Cl. The product is [CH3:1][O:2][C:3](=[O:21])[C:4]([NH:7][C:8]([C:10]1[CH:19]=[CH:18][C:17]2[C:12](=[CH:13][CH:14]=[CH:15][CH:16]=2)[C:11]=1[C:29]#[C:28][C:22]1[CH:27]=[CH:26][CH:25]=[CH:24][CH:23]=1)=[O:9])([CH3:6])[CH3:5]. The yield is 0.190. (4) The reactants are O[C:2]1([C:23]([F:26])([F:25])[F:24])[CH2:6][N:5]([C:7]2[CH:12]=[CH:11][C:10]([S:13]([CH3:16])(=[O:15])=[O:14])=[CH:9][CH:8]=2)[C:4]([C:17]2[CH:22]=[CH:21][N:20]=[CH:19][CH:18]=2)=[N:3]1.O.C1(C)C=CC(S(O)(=O)=O)=CC=1. The catalyst is C1(C)C=CC=CC=1. The product is [CH3:16][S:13]([C:10]1[CH:9]=[CH:8][C:7]([N:5]2[CH:6]=[C:2]([C:23]([F:25])([F:26])[F:24])[N:3]=[C:4]2[C:17]2[CH:18]=[CH:19][N:20]=[CH:21][CH:22]=2)=[CH:12][CH:11]=1)(=[O:15])=[O:14]. The yield is 0.410. (5) The reactants are [CH3:1][C@H:2]1[CH2:11][CH2:10][C@@H:9]2[C@:4]([CH3:14])([CH2:5][CH2:6][CH2:7][C:8]2([CH3:13])[CH3:12])[C@H:3]1[CH2:15][C:16]([C:18]1[CH:23]=[C:22]([O:24][CH3:25])[CH:21]=[C:20]([O:26]C)[CH:19]=1)=[O:17].B(Br)(Br)Br.CO. The catalyst is C(Cl)Cl. The product is [CH3:1][C@H:2]1[CH2:11][CH2:10][C@@H:9]2[C@:4]([CH3:14])([CH2:5][CH2:6][CH2:7][C:8]2([CH3:13])[CH3:12])[C@H:3]1[CH2:15][C:16]([C:18]1[CH:23]=[C:22]([O:24][CH3:25])[CH:21]=[C:20]([OH:26])[CH:19]=1)=[O:17].[CH3:1][C@H:2]1[CH2:11][CH2:10][C@@H:9]2[C@:4]([CH3:14])([CH2:5][CH2:6][CH2:7][C:8]2([CH3:13])[CH3:12])[C@H:3]1[CH2:15][C:16]([C:18]1[CH:19]=[C:20]([OH:26])[CH:21]=[C:22]([OH:24])[CH:23]=1)=[O:17]. The yield is 0.190. (6) The reactants are [Cl:1][C:2]1[CH:7]=[CH:6][CH:5]=[CH:4][C:3]=1[C:8]1[C:13]([Cl:14])=[CH:12][C:11]([O:15]C)=[C:10]([C:17]([N:19]2[CH2:24][CH2:23][N:22]([C:25](=[O:28])[CH:26]=[CH2:27])[CH2:21][CH2:20]2)=[O:18])[CH:9]=1.B(Br)(Br)Br.C([O-])(O)=O.[Na+]. The catalyst is C(Cl)Cl. The product is [Cl:1][C:2]1[CH:7]=[CH:6][CH:5]=[CH:4][C:3]=1[C:8]1[C:13]([Cl:14])=[CH:12][C:11]([OH:15])=[C:10]([C:17]([N:19]2[CH2:24][CH2:23][N:22]([C:25](=[O:28])[CH:26]=[CH2:27])[CH2:21][CH2:20]2)=[O:18])[CH:9]=1. The yield is 0.0500.